This data is from Full USPTO retrosynthesis dataset with 1.9M reactions from patents (1976-2016). The task is: Predict the reactants needed to synthesize the given product. (1) Given the product [ClH:21].[CH3:20][N:17]1[CH2:16][CH2:15][CH:14]([C:12]2[CH:11]=[CH:10][CH:9]=[C:8]([C:6]([OH:7])=[O:5])[N:13]=2)[CH2:19][CH2:18]1, predict the reactants needed to synthesize it. The reactants are: C([O:5][C:6]([C:8]1[N:13]=[C:12]([CH:14]2[CH2:19][CH2:18][N:17]([CH3:20])[CH2:16][CH2:15]2)[CH:11]=[CH:10][CH:9]=1)=[O:7])(C)(C)C.[ClH:21]. (2) Given the product [C:36]1([C:14]2([C:8]3[CH:13]=[CH:12][CH:11]=[CH:10][CH:9]=3)[CH2:22][C:21]3[N:20]([S:23]([C:26]4[CH:27]=[CH:28][C:29]([CH3:32])=[CH:30][CH:31]=4)(=[O:25])=[O:24])[N:19]=[C:6]([NH:3][C:4](=[O:49])[O:63][C:59]([CH3:62])([CH3:61])[CH3:60])[C:7]=3[CH:16]=[CH:15]2)[CH:37]=[CH:38][CH:39]=[CH:40][CH:41]=1, predict the reactants needed to synthesize it. The reactants are: C([N:3]([CH2:6][CH3:7])[CH2:4]C)C.[C:8]1([C:14]2([C:36]3[CH:41]=[CH:40][CH:39]=[CH:38][CH:37]=3)[CH2:22][C:21]3[N:20]([S:23]([C:26]4[CH:31]=[CH:30][C:29]([CH3:32])=[CH:28][CH:27]=4)(=[O:25])=[O:24])[N:19]=C(C(O)=O)C=3[CH:16]=[CH:15]2)[CH:13]=[CH:12][CH:11]=[CH:10][CH:9]=1.C1C=CC(P(N=[N+]=[N-])(C2C=CC=CC=2)=[O:49])=CC=1.[C:59]([OH:63])([CH3:62])([CH3:61])[CH3:60]. (3) Given the product [O:33]1[C:25]2[CH:24]=[CH:23][C:28]([CH2:29][N:19]3[CH2:20][CH2:21][CH:16]([NH:15][C:13]([C:7]4[O:8][C:9]5[C:4]([C:5](=[O:22])[CH:6]=4)=[CH:3][C:2]([F:1])=[C:11]([O:42][CH3:43])[CH:10]=5)=[O:14])[CH2:17][CH2:18]3)=[CH:27][C:26]=2[O:31][CH2:32]1, predict the reactants needed to synthesize it. The reactants are: [F:1][C:2]1[CH:3]=[C:4]2[C:9](=[CH:10][C:11]=1Cl)[O:8][C:7]([C:13]([NH:15][CH:16]1[CH2:21][CH2:20][NH:19][CH2:18][CH2:17]1)=[O:14])=[CH:6][C:5]2=[O:22].[CH:23]1[C:28]([CH:29]=O)=[CH:27][C:26]2[O:31][CH2:32][O:33][C:25]=2[CH:24]=1.[O-]S([O-])(=O)=O.[Na+].[Na+].[BH-](OC(C)=O)(OC(C)=O)[O:42][C:43](C)=O.[Na+]. (4) Given the product [Cl:16][C:10]1[CH:9]=[C:8]([C:4]2[CH:3]=[C:2]([NH:1][S:20]([CH2:19][C:18]([F:25])([F:24])[F:17])(=[O:22])=[O:21])[CH:7]=[N:6][CH:5]=2)[CH:15]=[CH:14][C:11]=1[C:12]#[N:13], predict the reactants needed to synthesize it. The reactants are: [NH2:1][C:2]1[CH:3]=[C:4]([C:8]2[CH:15]=[CH:14][C:11]([C:12]#[N:13])=[C:10]([Cl:16])[CH:9]=2)[CH:5]=[N:6][CH:7]=1.[F:17][C:18]([F:25])([F:24])[CH2:19][S:20](Cl)(=[O:22])=[O:21]. (5) Given the product [CH3:22][C:7]1([CH3:21])[C:8]2[NH:9][C:10]3[C:15](=[CH:14][CH:13]=[C:12]([C:19]#[N:20])[CH:11]=3)[C:16]=2[C:17](=[O:18])[C:5]2[CH:4]=[CH:3][C:2]([O:1][CH:33]3[CH2:32][O:31][CH:30]([C:24]4[CH:25]=[CH:26][CH:27]=[CH:28][CH:29]=4)[O:35][CH2:34]3)=[CH:23][C:6]1=2, predict the reactants needed to synthesize it. The reactants are: [OH:1][C:2]1[CH:3]=[CH:4][C:5]2[C:17](=[O:18])[C:16]3[C:15]4[C:10](=[CH:11][C:12]([C:19]#[N:20])=[CH:13][CH:14]=4)[NH:9][C:8]=3[C:7]([CH3:22])([CH3:21])[C:6]=2[CH:23]=1.[C:24]1([CH:30]2[O:35][CH2:34][CH:33](O)[CH2:32][O:31]2)[CH:29]=[CH:28][CH:27]=[CH:26][CH:25]=1. (6) Given the product [Cl:1][C:2]1[N:3]=[C:4]([N:13]2[CH2:18][CH2:17][O:16][CH2:15][CH2:14]2)[C:5]2[S:10][C:9]([CH2:11][NH:26][CH:23]3[CH2:24][CH2:25][N:20]([CH3:19])[CH2:21][CH2:22]3)=[CH:8][C:6]=2[N:7]=1, predict the reactants needed to synthesize it. The reactants are: [Cl:1][C:2]1[N:3]=[C:4]([N:13]2[CH2:18][CH2:17][O:16][CH2:15][CH2:14]2)[C:5]2[S:10][C:9]([CH:11]=O)=[CH:8][C:6]=2[N:7]=1.[CH3:19][N:20]1[CH2:25][CH2:24][CH:23]([NH2:26])[CH2:22][CH2:21]1. (7) Given the product [C:1]([C:3]1[CH:4]=[C:5]([CH:38]=[CH:39][CH:40]=1)[CH2:6][N:7]([C:8]1[CH:16]=[CH:15][C:11]([C:12]([N:41]2[CH2:46][CH2:45][NH:44][CH2:43][CH2:42]2)=[O:13])=[CH:10][CH:9]=1)[CH:17]1[CH2:18][CH2:19][N:20]([CH:23]([CH3:37])[CH2:24][CH2:25][NH:26][C:27]([C:29]2[C:34]([CH3:35])=[N:33][CH:32]=[N:31][C:30]=2[CH3:36])=[O:28])[CH2:21][CH2:22]1)#[N:2], predict the reactants needed to synthesize it. The reactants are: [C:1]([C:3]1[CH:4]=[C:5]([CH:38]=[CH:39][CH:40]=1)[CH2:6][N:7]([CH:17]1[CH2:22][CH2:21][N:20]([CH:23]([CH3:37])[CH2:24][CH2:25][NH:26][C:27]([C:29]2[C:30]([CH3:36])=[N:31][CH:32]=[N:33][C:34]=2[CH3:35])=[O:28])[CH2:19][CH2:18]1)[C:8]1[CH:16]=[CH:15][C:11]([C:12](O)=[O:13])=[CH:10][CH:9]=1)#[N:2].[NH:41]1[CH2:46][CH2:45][NH:44][CH2:43][CH2:42]1.